From a dataset of Experimentally validated miRNA-target interactions with 360,000+ pairs, plus equal number of negative samples. Binary Classification. Given a miRNA mature sequence and a target amino acid sequence, predict their likelihood of interaction. The miRNA is hsa-miR-4666a-5p with sequence AUACAUGUCAGAUUGUAUGCC. The protein sequence of the target gene is MERKRWECPALPQGWEREEVPRRSGLSAGHRDVFYYSPSGKKFRSKPQLARYLGGSMDLSTFDFRTGKMLMSKMNKSRQRVRYDSSNQVKGKPDLNTALPVRQTASIFKQPVTKITNHPSNKVKSDPQKAVDQPRQLFWEKKLSGLNAFDIAEELVKTMDLPKGLQGVGPGCTDETLLSAIASALHTSTMPITGQLSAAVEKNPGVWLNTTQPLCKAFMVTDEDIRKQEELVQQVRKRLEEALMADMLAHVEELARDGEAPLDKACAEDDDEEDEEEEEEEPDPDPEMEHV. Result: 0 (no interaction).